Predict the reactants needed to synthesize the given product. From a dataset of Full USPTO retrosynthesis dataset with 1.9M reactions from patents (1976-2016). Given the product [CH2:1]([N:2]1[CH:6]=[C:5]([C:7]2[CH:8]=[CH:9][N:10]=[CH:11][CH:12]=2)[C:4]([C:13]2[CH:30]=[CH:29][C:16]([O:17][CH2:18][C:19]3[CH:28]=[CH:27][C:26]4[C:21](=[CH:22][CH:23]=[CH:24][CH:25]=4)[N:20]=3)=[CH:15][CH:14]=2)=[N:3]1)[CH3:31], predict the reactants needed to synthesize it. The reactants are: [CH3:1][N:2]1[CH:6]=[C:5]([C:7]2[CH:12]=[CH:11][N:10]=[CH:9][CH:8]=2)[C:4]([C:13]2[CH:30]=[CH:29][C:16]([O:17][CH2:18][C:19]3[CH:28]=[CH:27][C:26]4[C:21](=[CH:22][CH:23]=[CH:24][CH:25]=4)[N:20]=3)=[CH:15][CH:14]=2)=[N:3]1.[CH2:31](NN)C.